Dataset: Catalyst prediction with 721,799 reactions and 888 catalyst types from USPTO. Task: Predict which catalyst facilitates the given reaction. (1) Reactant: [C:1]([CH2:3][CH2:4][CH:5]1[CH2:10][CH2:9][N:8](C(OC(C)(C)C)=O)[CH2:7][CH2:6]1)#[N:2].Cl. Product: [NH:8]1[CH2:9][CH2:10][CH:5]([CH2:4][CH2:3][C:1]#[N:2])[CH2:6][CH2:7]1. The catalyst class is: 12. (2) Reactant: [C:1]([O:5][C:6]([N:8]1[C:16]2[C:11](=[C:12]([CH2:19][CH2:20][C:21]([OH:24])([CH3:23])[CH3:22])[CH:13]=[C:14]([CH2:17][OH:18])[CH:15]=2)[CH:10]=[CH:9]1)=[O:7])([CH3:4])([CH3:3])[CH3:2].CC(OI1(OC(C)=O)(OC(C)=O)OC(=O)C2C1=CC=CC=2)=O. Product: [C:1]([O:5][C:6]([N:8]1[C:16]2[C:11](=[C:12]([CH2:19][CH2:20][C:21]([OH:24])([CH3:23])[CH3:22])[CH:13]=[C:14]([CH:17]=[O:18])[CH:15]=2)[CH:10]=[CH:9]1)=[O:7])([CH3:4])([CH3:3])[CH3:2]. The catalyst class is: 46. (3) Reactant: [NH2:1][CH:2]([C:12]1[C:20]2[C:15](=[CH:16][CH:17]=[C:18]([Cl:21])[CH:19]=2)[NH:14][CH:13]=1)[CH2:3][NH:4][C:5](=[O:11])[O:6][C:7]([CH3:10])([CH3:9])[CH3:8].[Cl:22][C:23]1[CH:24]=[C:25]2[C:29](=[CH:30][CH:31]=1)[NH:28][CH:27]=[C:26]2[C:32](O)=[O:33].C(N=C=NCCCN(C)C)C. Product: [Cl:21][C:18]1[CH:19]=[C:20]2[C:15](=[CH:16][CH:17]=1)[NH:14][CH:13]=[C:12]2[CH:2]([NH:1][C:32]([C:26]1[C:25]2[C:29](=[CH:30][CH:31]=[C:23]([Cl:22])[CH:24]=2)[NH:28][CH:27]=1)=[O:33])[CH2:3][NH:4][C:5](=[O:11])[O:6][C:7]([CH3:9])([CH3:10])[CH3:8]. The catalyst class is: 2. (4) Reactant: [Br:1][C:2]1[CH:14]=[CH:13][C:12]2[C:11]3[C:6](=[CH:7][C:8]([Br:15])=[CH:9][CH:10]=3)[CH2:5][C:4]=2[CH:3]=1.[H-].[Na+].[O:18]1[CH2:22][CH2:21][O:20][C:19]1([CH2:30][CH2:31]CS([O-])(=O)=O)[CH2:23][CH2:24]CS([O-])(=O)=O. Product: [Br:1][C:2]1[CH:14]=[CH:13][C:12]2[C:11]3[C:6]([C:5]4([CH2:31][CH2:30][C:19]5([O:20][CH2:21][CH2:22][O:18]5)[CH2:23][CH2:24]4)[C:4]=2[CH:3]=1)=[CH:7][C:8]([Br:15])=[CH:9][CH:10]=3. The catalyst class is: 1. (5) Reactant: [I:1][C:2]1[CH:3]=[C:4]([CH:7]=[CH:8][CH:9]=1)[CH:5]=[O:6].[CH2:10]([Mg]Br)[CH2:11][CH:12]=[CH2:13]. Product: [I:1][C:2]1[CH:3]=[C:4]([CH:5]([OH:6])[CH2:13][CH2:12][CH:11]=[CH2:10])[CH:7]=[CH:8][CH:9]=1. The catalyst class is: 1.